Dataset: Forward reaction prediction with 1.9M reactions from USPTO patents (1976-2016). Task: Predict the product of the given reaction. (1) Given the reactants Br[CH2:2][C:3]([C:5]1[C:10]([CH3:11])=[CH:9][C:8]([OH:12])=[CH:7][C:6]=1[CH3:13])=O.[NH2:14][C:15]([NH2:17])=[S:16], predict the reaction product. The product is: [NH2:17][C:15]1[S:16][CH:2]=[C:3]([C:5]2[C:10]([CH3:11])=[CH:9][C:8]([OH:12])=[CH:7][C:6]=2[CH3:13])[N:14]=1. (2) The product is: [C:1]([O:5][C@@H:6]([C:10]1[C:11]([C:24]2[CH:25]=[N:26][CH:27]=[N:28][CH:29]=2)=[C:12]2[C:19]3[CH2:20][CH2:21][CH2:22][CH2:23][C:18]=3[S:17][C:13]2=[N:14][C:15]=1[CH3:16])[C:7]([OH:9])=[O:8])([CH3:4])([CH3:2])[CH3:3]. Given the reactants [C:1]([O:5][CH:6]([C:10]1[C:11]([C:24]2[CH:25]=[N:26][CH:27]=[N:28][CH:29]=2)=[C:12]2[C:19]3[CH2:20][CH2:21][CH2:22][CH2:23][C:18]=3[S:17][C:13]2=[N:14][C:15]=1[CH3:16])[C:7]([OH:9])=[O:8])([CH3:4])([CH3:3])[CH3:2], predict the reaction product.